This data is from Reaction yield outcomes from USPTO patents with 853,638 reactions. The task is: Predict the reaction yield, written as a fraction of the theoretical maximum amount of product (1.0 means a 100% yield; for example, 0.34 means a 34% yield). (1) The reactants are F[C:2]1[CH:41]=[CH:40][C:5]([C:6]([NH:8][C@](C2C=CC(F)=C(OC)C=2)(C2C=C(OC(F)(F)C(F)F)C=C(F)C=2)CC2C=CC=CC=2)=[O:7])=[CH:4][C:3]=1[C:42]([F:45])([F:44])[F:43].B(Br)(Br)Br. The catalyst is C(Cl)Cl. The product is [F:43][C:42]([F:44])([F:45])[C:3]1[CH:4]=[C:5]([CH:40]=[CH:41][CH:2]=1)[C:6]([NH2:8])=[O:7]. The yield is 1.00. (2) The product is [F:19][C:16]1[CH:17]=[CH:18][C:13]([O:12][C:8]2[CH:9]=[C:10]([CH3:11])[C:5]([C:3]3[N:21]=[C:22]([NH2:24])[S:23][CH:2]=3)=[C:6]([CH3:20])[CH:7]=2)=[CH:14][CH:15]=1. The yield is 0.840. The catalyst is CCO. The reactants are Br[CH2:2][C:3]([C:5]1[C:10]([CH3:11])=[CH:9][C:8]([O:12][C:13]2[CH:18]=[CH:17][C:16]([F:19])=[CH:15][CH:14]=2)=[CH:7][C:6]=1[CH3:20])=O.[NH2:21][C:22]([NH2:24])=[S:23].